From a dataset of Full USPTO retrosynthesis dataset with 1.9M reactions from patents (1976-2016). Predict the reactants needed to synthesize the given product. (1) The reactants are: [Br:1][C:2]1[CH:3]=[C:4]([CH:6]=[C:7]([CH:9]([F:11])[F:10])[CH:8]=1)[NH2:5].[CH3:12][S:13](Cl)(=[O:15])=[O:14]. Given the product [Br:1][C:2]1[CH:3]=[C:4]([NH:5][S:13]([CH3:12])(=[O:15])=[O:14])[CH:6]=[C:7]([CH:9]([F:10])[F:11])[CH:8]=1, predict the reactants needed to synthesize it. (2) Given the product [Cl:23][CH2:14][C:13]1[C:9]([C:6]2[CH:7]=[CH:8][C:3]([CH2:1][CH3:2])=[CH:4][CH:5]=2)=[N:10][S:11][C:12]=1[C:16]([CH3:18])=[CH2:17], predict the reactants needed to synthesize it. The reactants are: [CH2:1]([C:3]1[CH:8]=[CH:7][C:6]([C:9]2[C:13]([CH2:14]O)=[C:12]([C:16]([CH3:18])=[CH2:17])[S:11][N:10]=2)=[CH:5][CH:4]=1)[CH3:2].CS([Cl:23])(=O)=O.C(N(CC)CC)C.O. (3) Given the product [NH:5]([C:19]1[N:20]=[N:21][C:22]([C:25]2[CH:30]=[CH:29][C:28]([Br:31])=[CH:27][CH:26]=2)=[CH:23][N:24]=1)[NH2:6], predict the reactants needed to synthesize it. The reactants are: CS(C1[N:5]=[N:6]C(C2C=CC=CC=2)=CN=1)=O.CS([C:19]1[N:20]=[N:21][C:22]([C:25]2[CH:30]=[CH:29][C:28]([Br:31])=[CH:27][CH:26]=2)=[CH:23][N:24]=1)=O. (4) The reactants are: C[C:2]1[C:7]([C:8]([OH:10])=[O:9])=[CH:6][N:5]=[C:4](Cl)[N:3]=1.[CH2:12]([O:15][C:16]1[CH:21]=[CH:20][C:19](B(O)O)=[C:18]([C:25]([F:28])([F:27])[F:26])[CH:17]=1)[CH2:13][CH3:14].[O-]P([O-])([O-])=O.[K+].[K+].[K+].O1CCOC[CH2:38]1.O. Given the product [CH2:12]([O:15][C:16]1[CH:21]=[CH:20][C:19]([C:4]2[N:5]=[CH:6][C:7]([C:8]([O:10][CH3:38])=[O:9])=[CH:2][N:3]=2)=[C:18]([C:25]([F:28])([F:27])[F:26])[CH:17]=1)[CH2:13][CH3:14], predict the reactants needed to synthesize it. (5) The reactants are: N1C=CC=CC=1.Cl[S:8]([C:11]1[CH:16]=[CH:15][C:14]([F:17])=[CH:13][C:12]=1[CH2:18][C:19]([O:21][CH3:22])=[O:20])(=[O:10])=[O:9].[NH2:23][C:24]1[C:33]([C:34]([O:36][CH3:37])=[O:35])=[C:32]2[C:27]([C@H:28]3[CH2:38][C@H:29]3[CH2:30][O:31]2)=[CH:26][CH:25]=1. Given the product [F:17][C:14]1[CH:15]=[CH:16][C:11]([S:8]([NH:23][C:24]2[C:33]([C:34]([O:36][CH3:37])=[O:35])=[C:32]3[C:27]([C@H:28]4[CH2:38][C@H:29]4[CH2:30][O:31]3)=[CH:26][CH:25]=2)(=[O:10])=[O:9])=[C:12]([CH2:18][C:19]([O:21][CH3:22])=[O:20])[CH:13]=1, predict the reactants needed to synthesize it. (6) Given the product [ClH:44].[NH2:32][C:29]1[CH:28]=[CH:27][C:26]([O:25][C:22]2[CH:21]=[CH:20][C:19]([C:6]3[N:7]([CH2:10][C:11]4[CH:16]=[CH:15][C:14]([CH3:17])=[CH:13][C:12]=4[CH3:18])[C:8](=[O:9])[C:3]([C:1]#[N:2])=[C:4]([C:40]([F:43])([F:41])[F:42])[CH:5]=3)=[CH:24][CH:23]=2)=[CH:31][CH:30]=1, predict the reactants needed to synthesize it. The reactants are: [C:1]([C:3]1[C:8](=[O:9])[N:7]([CH2:10][C:11]2[CH:16]=[CH:15][C:14]([CH3:17])=[CH:13][C:12]=2[CH3:18])[C:6]([C:19]2[CH:24]=[CH:23][C:22]([O:25][C:26]3[CH:31]=[CH:30][C:29]([NH:32]C(=O)OC(C)(C)C)=[CH:28][CH:27]=3)=[CH:21][CH:20]=2)=[CH:5][C:4]=1[C:40]([F:43])([F:42])[F:41])#[N:2].[ClH:44].O1CCOCC1. (7) Given the product [CH:1]1([NH:4][C:5]([NH:6][C:7]2[CH:41]=[CH:40][C:10]([O:11][C:12]3[CH:17]=[CH:16][N:15]=[C:14]4[CH:18]=[C:19]([C:21]5[N:22]=[CH:23][N:24]([CH2:26][CH2:27][NH:28][CH2:36][CH2:37][O:38][CH3:39])[CH:25]=5)[S:20][C:13]=34)=[C:9]([F:42])[CH:8]=2)=[O:43])[CH2:3][CH2:2]1, predict the reactants needed to synthesize it. The reactants are: [CH:1]1([NH:4][C:5](=[O:43])[NH:6][C:7]2[CH:41]=[CH:40][C:10]([O:11][C:12]3[CH:17]=[CH:16][N:15]=[C:14]4[CH:18]=[C:19]([C:21]5[N:22]=[CH:23][N:24]([CH2:26][CH2:27][N:28]([CH2:36][CH2:37][O:38][CH3:39])C(=O)OC(C)(C)C)[CH:25]=5)[S:20][C:13]=34)=[C:9]([F:42])[CH:8]=2)[CH2:3][CH2:2]1.C(O)(C(F)(F)F)=O.